From a dataset of Forward reaction prediction with 1.9M reactions from USPTO patents (1976-2016). Predict the product of the given reaction. (1) Given the reactants [C:1]([CH2:3][C:4]([O:6][CH3:7])=[O:5])#[N:2].C(N(C(C)C)CC)(C)C.[CH2:17](Br)[C:18]([C:20]1[CH:25]=[CH:24][CH:23]=[CH:22][CH:21]=1)=[O:19], predict the reaction product. The product is: [C:1]([CH:3]([CH2:17][C:18]([C:20]1[CH:25]=[CH:24][CH:23]=[CH:22][CH:21]=1)=[O:19])[C:4]([O:6][CH3:7])=[O:5])#[N:2]. (2) Given the reactants [C:9]1(P(N=[N+]=[N-])([C:9]2[CH:14]=[CH:13][CH:12]=[CH:11][CH:10]=2)=O)[CH:14]=[CH:13][CH:12]=[CH:11][CH:10]=1.[CH3:18][O:19][C:20]([CH2:22]C1C=CC(CC(O)=O)=CC=1)=[O:21].[CH2:33]([N:35](CC)CC)C.N1[CH:45]=[CH:44][CH:43]=CC=1.[CH3:46]CCCCC.[C:52]([O:55]CC)(=[O:54])C, predict the reaction product. The product is: [C:44]([O:55][C:52]([NH:35][CH2:33][C:9]1[CH:10]=[CH:11][C:12]([CH2:22][C:20]([O:19][CH3:18])=[O:21])=[CH:13][CH:14]=1)=[O:54])([CH3:43])([CH3:45])[CH3:46]. (3) Given the reactants [H-].[Na+].[NH:3]1[CH:7]=[N:6][CH:5]=[N:4]1.[C:8](Cl)([C:21]1[CH:26]=[CH:25][CH:24]=[CH:23][CH:22]=1)([C:15]1[CH:20]=[CH:19][CH:18]=[CH:17][CH:16]=1)[C:9]1[CH:14]=[CH:13][CH:12]=[CH:11][CH:10]=1.O, predict the reaction product. The product is: [C:8]([N:3]1[CH:7]=[N:6][CH:5]=[N:4]1)([C:9]1[CH:14]=[CH:13][CH:12]=[CH:11][CH:10]=1)([C:21]1[CH:22]=[CH:23][CH:24]=[CH:25][CH:26]=1)[C:15]1[CH:16]=[CH:17][CH:18]=[CH:19][CH:20]=1. (4) Given the reactants [F:1][C:2]1[CH:7]=[CH:6][C:5]([CH2:8][C:9]2[CH:18]=[C:17]3[C:12]([C:13]([OH:26])=[C:14]([C:21]([O:23]CC)=O)[C:15](=[O:20])[N:16]3[CH3:19])=[N:11][CH:10]=2)=[CH:4][CH:3]=1.[CH3:27][S:28][CH2:29][CH2:30][CH2:31][NH2:32], predict the reaction product. The product is: [F:1][C:2]1[CH:3]=[CH:4][C:5]([CH2:8][C:9]2[CH:18]=[C:17]3[C:12]([C:13]([OH:26])=[C:14]([C:21]([NH:32][CH2:31][CH2:30][CH2:29][S:28][CH3:27])=[O:23])[C:15](=[O:20])[N:16]3[CH3:19])=[N:11][CH:10]=2)=[CH:6][CH:7]=1. (5) Given the reactants [NH2:1][C:2]1[N:7]=[C:6]([C:8]2[S:12][C:11]([CH:13]3[CH2:18][CH2:17][N:16](C(OC(C)(C)C)=O)[CH2:15][CH2:14]3)=[N:10][C:9]=2[C:26]2[CH:31]=[CH:30][CH:29]=[C:28]([NH:32][S:33]([C:36]3[CH:40]=[CH:39][O:38][CH:37]=3)(=[O:35])=[O:34])[C:27]=2[F:41])[CH:5]=[CH:4][N:3]=1.C(O)(C(F)(F)F)=O, predict the reaction product. The product is: [NH2:1][C:2]1[N:7]=[C:6]([C:8]2[S:12][C:11]([CH:13]3[CH2:14][CH2:15][NH:16][CH2:17][CH2:18]3)=[N:10][C:9]=2[C:26]2[C:27]([F:41])=[C:28]([NH:32][S:33]([C:36]3[CH:40]=[CH:39][O:38][CH:37]=3)(=[O:34])=[O:35])[CH:29]=[CH:30][CH:31]=2)[CH:5]=[CH:4][N:3]=1. (6) Given the reactants [Br:1][C:2]1[CH:3]=[CH:4][C:5]([OH:10])=[C:6]([CH:9]=1)[CH2:7][OH:8].[CH3:11][C:12]([CH3:14])=O.[Al+3].[Cl-].[Cl-].[Cl-], predict the reaction product. The product is: [Br:1][C:2]1[CH:3]=[CH:4][C:5]2[O:10][C:12]([CH3:14])([CH3:11])[O:8][CH2:7][C:6]=2[CH:9]=1. (7) Given the reactants [F:1][C:2]1[CH:25]=[C:24]([N+:26]([O-:28])=[O:27])[CH:23]=[CH:22][C:3]=1[O:4][C:5]1[CH:10]=[CH:9][N:8]=[C:7]2[CH:11]=[C:12]([C:14]3[CH:15]=[N:16][N:17]([CH2:19][CH:20]=O)[CH:18]=3)[S:13][C:6]=12.CC(O)=O.[CH3:33][NH:34][CH2:35][CH2:36][OH:37].C(O[BH-](OC(=O)C)OC(=O)C)(=O)C.[Na+], predict the reaction product. The product is: [F:1][C:2]1[CH:25]=[C:24]([N+:26]([O-:28])=[O:27])[CH:23]=[CH:22][C:3]=1[O:4][C:5]1[CH:10]=[CH:9][N:8]=[C:7]2[CH:11]=[C:12]([C:14]3[CH:15]=[N:16][N:17]([CH2:19][CH2:20][N:34]([CH3:33])[CH2:35][CH2:36][OH:37])[CH:18]=3)[S:13][C:6]=12.